From a dataset of Reaction yield outcomes from USPTO patents with 853,638 reactions. Predict the reaction yield, written as a fraction of the theoretical maximum amount of product (1.0 means a 100% yield; for example, 0.34 means a 34% yield). (1) The reactants are [F:1][C:2]([F:41])([F:40])[C:3]1[CH:4]=[C:5]([C:13]([CH3:39])([CH3:38])[C:14]([N:16]([C:18]2[C:19]([C:31]3[CH:36]=[CH:35][CH:34]=[CH:33][C:32]=3[Cl:37])=[CH:20][C:21]([N:24]3[CH2:29][CH2:28][C:27](=O)[CH2:26][CH2:25]3)=[N:22][CH:23]=2)[CH3:17])=[O:15])[CH:6]=[C:7]([C:9]([F:12])([F:11])[F:10])[CH:8]=1.CO.C([BH3-])#[N:45].[Na+]. The catalyst is C(OCC)(=O)C. The product is [NH2:45][CH:27]1[CH2:28][CH2:29][N:24]([C:21]2[CH:20]=[C:19]([C:31]3[CH:36]=[CH:35][CH:34]=[CH:33][C:32]=3[Cl:37])[C:18]([N:16]([CH3:17])[C:14](=[O:15])[C:13]([C:5]3[CH:4]=[C:3]([C:2]([F:40])([F:41])[F:1])[CH:8]=[C:7]([C:9]([F:10])([F:12])[F:11])[CH:6]=3)([CH3:39])[CH3:38])=[CH:23][N:22]=2)[CH2:25][CH2:26]1. The yield is 0.640. (2) The catalyst is CO. The product is [O:1]1[C:5]2[CH:6]=[CH:7][C:8]([CH2:10][NH:13][CH3:12])=[CH:9][C:4]=2[CH:3]=[CH:2]1. The yield is 0.910. The reactants are [O:1]1[C:5]2[CH:6]=[CH:7][C:8]([CH:10]=O)=[CH:9][C:4]=2[CH:3]=[CH:2]1.[CH3:12][NH2:13].[BH4-].[Na+].O. (3) The reactants are I[C:2]1[C:7](=[O:8])[NH:6][CH:5]=[C:4]([C:9]([O:11][CH2:12][CH3:13])=[O:10])[CH:3]=1.C(=O)([O-])[O-].[K+].[K+].[SH:20][CH2:21][CH2:22][OH:23]. The catalyst is CN(C)C=O.[Cu]I. The product is [OH:23][CH2:22][CH2:21][S:20][C:2]1[C:7](=[O:8])[NH:6][CH:5]=[C:4]([C:9]([O:11][CH2:12][CH3:13])=[O:10])[CH:3]=1. The yield is 0.880. (4) The reactants are [CH3:1][O:2][CH2:3][CH:4]([NH:6][C:7]1[C:8]([C:13]([O:15][CH2:16][CH3:17])=[O:14])=[N:9][CH:10]=[CH:11][CH:12]=1)[CH3:5].C1C(=O)N([Br:25])C(=O)C1. The catalyst is C(#N)C. The product is [Br:25][C:10]1[N:9]=[C:8]([C:13]([O:15][CH2:16][CH3:17])=[O:14])[C:7]([NH:6][CH:4]([CH3:5])[CH2:3][O:2][CH3:1])=[CH:12][CH:11]=1. The yield is 0.880. (5) The reactants are [OH:1][CH2:2][CH2:3][CH2:4][CH2:5][CH2:6][CH2:7][CH2:8][C:9]1[CH:15]=[CH:14][C:12]([NH2:13])=[CH:11][CH:10]=1.CCN(CC)CC.Cl[C:24]1[C:25]2[C:30]([N:31]=[C:32]3[C:37]=1[CH:36]=[CH:35][CH:34]=[CH:33]3)=[CH:29][CH:28]=[CH:27][CH:26]=2. The catalyst is CO. The product is [CH:26]1[C:25]2[C:30](=[N:31][C:32]3[C:37]([C:24]=2[NH:13][C:12]2[CH:11]=[CH:10][C:9]([CH2:8][CH2:7][CH2:6][CH2:5][CH2:4][CH2:3][CH2:2][OH:1])=[CH:15][CH:14]=2)=[CH:36][CH:35]=[CH:34][CH:33]=3)[CH:29]=[CH:28][CH:27]=1. The yield is 0.910. (6) The reactants are [NH2:1][C@@H:2]([C:4](O)=[O:5])[CH3:3].[H-].[H-].[H-].[H-].[Li+].[Al+3].C1COCC1.[CH3:30][C:29]([O:28][C:26](O[C:26]([O:28][C:29]([CH3:32])([CH3:31])[CH3:30])=[O:27])=[O:27])([CH3:32])[CH3:31]. The catalyst is C(Cl)Cl. The product is [C:26]([C@@H:4]([OH:5])[CH:2]([NH2:1])[CH3:3])([O:28][C:29]([CH3:30])([CH3:31])[CH3:32])=[O:27]. The yield is 0.630. (7) The yield is 0.640. The reactants are [C:1]([O:5][C:6](=[O:25])[N:7]([S:13]([C:16]1[CH:21]=[C:20]([Cl:22])[C:19](F)=[CH:18][C:17]=1[F:24])(=[O:15])=[O:14])[C:8]1[N:9]=[CH:10][S:11][CH:12]=1)([CH3:4])([CH3:3])[CH3:2].[N:26]1([C@@H:31]2[CH2:36][CH2:35][CH2:34][CH2:33][C@@H:32]2[OH:37])[CH:30]=[CH:29][N:28]=[CH:27]1.[H-].[Na+]. The catalyst is CN(C=O)C. The product is [C:1]([O:5][C:6](=[O:25])[N:7]([S:13]([C:16]1[CH:21]=[C:20]([Cl:22])[C:19]([O:37][C@H:32]2[CH2:33][CH2:34][CH2:35][CH2:36][C@H:31]2[N:26]2[CH:30]=[CH:29][N:28]=[CH:27]2)=[CH:18][C:17]=1[F:24])(=[O:15])=[O:14])[C:8]1[N:9]=[CH:10][S:11][CH:12]=1)([CH3:4])([CH3:3])[CH3:2].